Predict which catalyst facilitates the given reaction. From a dataset of Catalyst prediction with 721,799 reactions and 888 catalyst types from USPTO. (1) Reactant: [NH2:1][C:2]1[C:7]([C:8]2[O:12][N:11]=[C:10]([CH2:13][C:14]3[CH:19]=[CH:18][C:17]([OH:20])=[CH:16][CH:15]=3)[CH:9]=2)=[CH:6][CH:5]=[C:4]([NH2:21])[N:3]=1.CO.[OH-].[Na+].Cl[CH2:27][C:28]1[CH:33]=[C:32]([CH3:34])[CH:31]=[CH:30][N:29]=1. Product: [CH3:34][C:32]1[CH:31]=[CH:30][N:29]=[C:28]([CH2:27][O:20][C:17]2[CH:18]=[CH:19][C:14]([CH2:13][C:10]3[CH:9]=[C:8]([C:7]4[C:2]([NH2:1])=[N:3][C:4]([NH2:21])=[CH:5][CH:6]=4)[O:12][N:11]=3)=[CH:15][CH:16]=2)[CH:33]=1. The catalyst class is: 9. (2) Reactant: [BH4-].[Na+].[O:3]=[C:4]([C:29]1[CH:34]=[CH:33][CH:32]=[CH:31][CH:30]=1)[CH2:5][N:6]1[C:10]2[CH:11]=[CH:12][CH:13]=[CH:14][C:9]=2[N:8]=[C:7]1[NH:15][CH:16]1[CH2:21][CH2:20][N:19]([C:22]([O:24][C:25]([CH3:28])([CH3:27])[CH3:26])=[O:23])[CH2:18][CH2:17]1.O. Product: [OH:3][CH:4]([C:29]1[CH:30]=[CH:31][CH:32]=[CH:33][CH:34]=1)[CH2:5][N:6]1[C:10]2[CH:11]=[CH:12][CH:13]=[CH:14][C:9]=2[N:8]=[C:7]1[NH:15][CH:16]1[CH2:21][CH2:20][N:19]([C:22]([O:24][C:25]([CH3:26])([CH3:27])[CH3:28])=[O:23])[CH2:18][CH2:17]1. The catalyst class is: 83. (3) Reactant: [C:1]1([CH3:13])[CH:6]=[CH:5][C:4]([NH:7][CH2:8][CH2:9][CH2:10][C:11]#[N:12])=[CH:3][CH:2]=1.[C:14]([O:21]CC)(=O)[C:15]([O:17]CC)=O.[O-]CC.[Na+]. Product: [O:21]=[C:14]1[C:15](=[O:17])[CH:10]([C:11]#[N:12])[CH2:9][CH2:8][N:7]1[C:4]1[CH:3]=[CH:2][C:1]([CH3:13])=[CH:6][CH:5]=1. The catalyst class is: 8. (4) Reactant: [F:1][C:2]1[CH:7]=[CH:6][C:5]([C:8]2[O:9][C:10]3[CH:20]=[CH:19][C:18]([C:21]4[CH:22]=[C:23]([CH:27]=[CH:28][C:29]=4[CH3:30])[C:24](O)=[O:25])=[CH:17][C:11]=3[C:12]=2[C:13](=[O:16])[NH:14][CH3:15])=[CH:4][CH:3]=1.[N:31]1[CH:36]=[CH:35][CH:34]=[N:33][C:32]=1[C:37]1([NH2:40])[CH2:39][CH2:38]1.C1C=CC2N(O)N=NC=2C=1.CCN=C=NCCCN(C)C.Cl.C(N(C(C)C)CC)(C)C. Product: [F:1][C:2]1[CH:3]=[CH:4][C:5]([C:8]2[O:9][C:10]3[CH:20]=[CH:19][C:18]([C:21]4[CH:22]=[C:23]([C:24](=[O:25])[NH:40][C:37]5([C:32]6[N:33]=[CH:34][CH:35]=[CH:36][N:31]=6)[CH2:39][CH2:38]5)[CH:27]=[CH:28][C:29]=4[CH3:30])=[CH:17][C:11]=3[C:12]=2[C:13]([NH:14][CH3:15])=[O:16])=[CH:6][CH:7]=1. The catalyst class is: 2. (5) Reactant: C(OC(=O)[N:7]([CH2:31][C:32]1[CH:41]=[CH:40][C:35]2[O:36][CH2:37][CH2:38][O:39][C:34]=2[CH:33]=1)[CH:8]1[CH2:13][CH2:12][N:11]([CH2:14][CH2:15][N:16]2[C:25]3[C:20](=[C:21]([NH:26][C:27]([CH3:29])=[O:28])[CH:22]=[CH:23][CH:24]=3)[CH:19]=[CH:18][C:17]2=[O:30])[CH2:10][CH2:9]1)(C)(C)C.[ClH:43].O1CCOCC1. Product: [ClH:43].[O:36]1[C:35]2[CH:40]=[CH:41][C:32]([CH2:31][NH:7][CH:8]3[CH2:13][CH2:12][N:11]([CH2:14][CH2:15][N:16]4[C:25]5[C:20](=[C:21]([NH:26][C:27]([CH3:29])=[O:28])[CH:22]=[CH:23][CH:24]=5)[CH:19]=[CH:18][C:17]4=[O:30])[CH2:10][CH2:9]3)=[CH:33][C:34]=2[O:39][CH2:38][CH2:37]1. The catalyst class is: 12.